Task: Predict the reactants needed to synthesize the given product.. Dataset: Full USPTO retrosynthesis dataset with 1.9M reactions from patents (1976-2016) (1) Given the product [C:1]1([C:10]2[CH:15]=[CH:14][CH:13]=[CH:12][CH:11]=2)[CH:6]=[CH:5][CH:4]=[CH:3][C:2]=1[CH2:7][CH2:8][NH2:9], predict the reactants needed to synthesize it. The reactants are: [C:1]1([C:10]2[CH:15]=[CH:14][CH:13]=[CH:12][CH:11]=2)[C:2]([CH2:7][C:8]#[N:9])=[CH:3][CH:4]=[CH:5][CH:6]=1.B.C1COCC1. (2) Given the product [CH3:1][N:2]([CH2:4][C:5]1[C:13]2[O:12][N:11]=[C:10]([CH2:14][CH2:15][CH:16]3[CH2:17][CH2:18][N:19]([C:29]4[CH:34]=[CH:33][CH:32]=[CH:31][N:30]=4)[CH2:20][CH2:21]3)[C:9]=2[CH:8]=[CH:7][C:6]=1[C:22]1[CH:27]=[CH:26][CH:25]=[CH:24][CH:23]=1)[CH3:3], predict the reactants needed to synthesize it. The reactants are: [CH3:1][N:2]([CH2:4][C:5]1[C:13]2[O:12][N:11]=[C:10]([CH2:14][CH2:15][CH:16]3[CH2:21][CH2:20][NH:19][CH2:18][CH2:17]3)[C:9]=2[CH:8]=[CH:7][C:6]=1[C:22]1[CH:27]=[CH:26][CH:25]=[CH:24][CH:23]=1)[CH3:3].F[C:29]1[CH:34]=[CH:33][CH:32]=[CH:31][N:30]=1.O.[F-].C([N+](CCCC)(CCCC)CCCC)CCC.O. (3) The reactants are: C(N(CC)CC)C.[OH:8][C:9]1[CH:14]=[C:13]([CH3:15])[C:12]([CH3:16])=[CH:11][C:10]=1[C:17](=[O:20])[CH2:18][CH3:19].[F:21][C:22]([F:35])([F:34])[S:23](O[S:23]([C:22]([F:35])([F:34])[F:21])(=[O:25])=[O:24])(=[O:25])=[O:24]. Given the product [F:21][C:22]([F:35])([F:34])[S:23]([O:8][C:9]1[CH:14]=[C:13]([CH3:15])[C:12]([CH3:16])=[CH:11][C:10]=1[C:17](=[O:20])[CH2:18][CH3:19])(=[O:25])=[O:24], predict the reactants needed to synthesize it. (4) Given the product [CH2:1]([C@H:8]1[CH2:13][CH2:12][N:11]([CH2:14][CH2:15][S:16]([C:19]2[CH:24]=[CH:23][C:22]([O:25][C:32](=[O:33])[C:31]3[CH:35]=[CH:36][CH:37]=[C:29]([CH2:28][Cl:27])[CH:30]=3)=[CH:21][CH:20]=2)(=[O:18])=[O:17])[CH2:10][C@H:9]1[OH:26])[C:2]1[CH:7]=[CH:6][CH:5]=[CH:4][CH:3]=1, predict the reactants needed to synthesize it. The reactants are: [CH2:1]([C@H:8]1[CH2:13][CH2:12][N:11]([CH2:14][CH2:15][S:16]([C:19]2[CH:24]=[CH:23][C:22]([OH:25])=[CH:21][CH:20]=2)(=[O:18])=[O:17])[CH2:10][C@H:9]1[OH:26])[C:2]1[CH:7]=[CH:6][CH:5]=[CH:4][CH:3]=1.[Cl:27][CH2:28][C:29]1[CH:30]=[C:31]([CH:35]=[CH:36][CH:37]=1)[C:32](Cl)=[O:33].